Dataset: Reaction yield outcomes from USPTO patents with 853,638 reactions. Task: Predict the reaction yield, written as a fraction of the theoretical maximum amount of product (1.0 means a 100% yield; for example, 0.34 means a 34% yield). (1) The reactants are [CH2:1](I)[CH3:2].[Br:4][C:5]1[C:13]2[O:12][C:11]([C:14]([OH:16])=[O:15])=[CH:10][C:9]=2[CH:8]=[C:7]([F:17])[CH:6]=1.C(=O)(O)[O-].[Na+]. The catalyst is CN(C)C=O. The product is [Br:4][C:5]1[C:13]2[O:12][C:11]([C:14]([O:16][CH2:1][CH3:2])=[O:15])=[CH:10][C:9]=2[CH:8]=[C:7]([F:17])[CH:6]=1. The yield is 0.900. (2) The reactants are [NH2:1][C:2]1[CH:7]=[CH:6][C:5]([Br:8])=[CH:4][N:3]=1.C[N:10]([CH:12](OC)OC)C.Cl.N[OH:19]. The catalyst is CC(O)C. The product is [Br:8][C:5]1[CH:6]=[CH:7][C:2]([NH:1][CH:12]=[N:10][OH:19])=[N:3][CH:4]=1. The yield is 0.750. (3) The reactants are [C:1]([Cl:4])(Cl)=[O:2].[CH3:5][C:6]1[CH:11]=[C:10]([NH:12][CH3:13])[CH:9]=[C:8]([CH3:14])[C:7]=1/[CH:15]=[CH:16]/[S:17]([N:20]1[CH2:41][CH2:40][C:23]2([N:27]=[C:26]([C:28]3[CH:33]=[CH:32][CH:31]=[C:30]([O:34][C:35]([F:38])([F:37])[F:36])[CH:29]=3)[NH:25][C:24]2=[O:39])[CH2:22][CH2:21]1)(=[O:19])=[O:18].C(N(CC)CC)C. The catalyst is ClCCl.CN(C)C=O. The product is [CH3:5][C:6]1[CH:11]=[C:10]([N:12]([CH3:13])[C:1]([Cl:4])=[O:2])[CH:9]=[C:8]([CH3:14])[C:7]=1/[CH:15]=[CH:16]/[S:17]([N:20]1[CH2:21][CH2:22][C:23]2([N:27]=[C:26]([C:28]3[CH:33]=[CH:32][CH:31]=[C:30]([O:34][C:35]([F:36])([F:38])[F:37])[CH:29]=3)[NH:25][C:24]2=[O:39])[CH2:40][CH2:41]1)(=[O:18])=[O:19]. The yield is 0.850. (4) The reactants are [C:1]([O:5]C(=O)NC1(C2C=CC(C3C(=O)C4C=CC5NC(=O)NC=5C=4OC=3C3C=CC=CC=3)=CC=2)CCC1)(C)(C)C.[NH2:40][C:41]1[C:50]([OH:51])=[C:49]2[C:44]([C:45](=[O:59])[C:46]([I:58])=[C:47]([C:52]3[CH:57]=[CH:56][CH:55]=[CH:54][CH:53]=3)[O:48]2)=[CH:43][CH:42]=1. No catalyst specified. The product is [I:58][C:46]1[C:45](=[O:59])[C:44]2[CH:43]=[CH:42][C:41]3[NH:40][C:1](=[O:5])[O:51][C:50]=3[C:49]=2[O:48][C:47]=1[C:52]1[CH:57]=[CH:56][CH:55]=[CH:54][CH:53]=1. The yield is 1.00. (5) The reactants are [Br:1][C:2]1[CH:10]=[C:9]2[C:5]([CH2:6][C:7]3([CH2:22][CH2:21][C:20]4(OCC[O:23]4)[CH2:19][CH2:18]3)[C:8]2=[N:11]S(C(C)(C)C)=O)=[CH:4][CH:3]=1.Cl. The catalyst is O1CCOCC1. The product is [Br:1][C:2]1[CH:10]=[C:9]2[C:5]([CH2:6][C:7]3([CH2:22][CH2:21][C:20](=[O:23])[CH2:19][CH2:18]3)[C:8]2=[NH:11])=[CH:4][CH:3]=1. The yield is 1.00.